Task: Predict the reaction yield, written as a fraction of the theoretical maximum amount of product (1.0 means a 100% yield; for example, 0.34 means a 34% yield).. Dataset: Reaction yield outcomes from USPTO patents with 853,638 reactions The reactants are [Cl:1][C:2]1[CH:15]=[CH:14][C:5]([CH2:6][N:7]2[CH2:12][CH2:11][CH:10]([NH2:13])[CH2:9][CH2:8]2)=[CH:4][C:3]=1[O:16][CH2:17][CH3:18].[C:19]1([C:29](Cl)=[O:30])[C:28]2[C:23](=[CH:24][CH:25]=[CH:26][CH:27]=2)[CH:22]=[CH:21][CH:20]=1. No catalyst specified. The product is [Cl:1][C:2]1[CH:15]=[CH:14][C:5]([CH2:6][N:7]2[CH2:12][CH2:11][CH:10]([NH:13][C:29]([C:19]3[C:28]4[C:23](=[CH:24][CH:25]=[CH:26][CH:27]=4)[CH:22]=[CH:21][CH:20]=3)=[O:30])[CH2:9][CH2:8]2)=[CH:4][C:3]=1[O:16][CH2:17][CH3:18]. The yield is 0.620.